Dataset: Ames mutagenicity test results for genotoxicity prediction. Task: Regression/Classification. Given a drug SMILES string, predict its toxicity properties. Task type varies by dataset: regression for continuous values (e.g., LD50, hERG inhibition percentage) or binary classification for toxic/non-toxic outcomes (e.g., AMES mutagenicity, cardiotoxicity, hepatotoxicity). Dataset: ames. The compound is O=C(Nc1ccccc1F)c1csc([N+](=O)[O-])c1. The result is 1 (mutagenic).